The task is: Predict the product of the given reaction.. This data is from Forward reaction prediction with 1.9M reactions from USPTO patents (1976-2016). The product is: [Br:15][C:11]1[C:6]2[C:7](=[N:8][C:3]([S:2][CH3:1])=[N:4][CH:5]=2)[NH:9][N:10]=1. Given the reactants [CH3:1][S:2][C:3]1[N:8]=[C:7]2[NH:9][NH:10][C:11](=O)[C:6]2=[CH:5][N:4]=1.P(Br)(Br)([Br:15])=O.O.[OH-].[NH4+], predict the reaction product.